Dataset: CYP2C9 inhibition data for predicting drug metabolism from PubChem BioAssay. Task: Regression/Classification. Given a drug SMILES string, predict its absorption, distribution, metabolism, or excretion properties. Task type varies by dataset: regression for continuous measurements (e.g., permeability, clearance, half-life) or binary classification for categorical outcomes (e.g., BBB penetration, CYP inhibition). Dataset: cyp2c9_veith. (1) The molecule is O=C(O)CSc1ccc(N=C=S)cc1. The result is 0 (non-inhibitor). (2) The molecule is COC(=O)[C@@]1(Cc2ccc(OC)cc2)[C@H]2c3cc(C(=O)N(C)C)n(Cc4ccccc4)c3C[C@H]2CN1C(=O)c1ccccc1. The result is 1 (inhibitor).